Dataset: SARS-CoV-2 main protease (3CLPro) crystallographic fragment screen with 879 compounds. Task: Binary Classification. Given a drug SMILES string, predict its activity (active/inactive) in a high-throughput screening assay against a specified biological target. The molecule is CN1CCN(CCN)CC1(C)C. The result is 0 (inactive).